This data is from Full USPTO retrosynthesis dataset with 1.9M reactions from patents (1976-2016). The task is: Predict the reactants needed to synthesize the given product. (1) Given the product [OH:30][B:20]1[C:24]2[CH:25]=[CH:26][C:27]([O:29][C:2]3[C:7]([C:8]#[N:9])=[CH:6][C:5]([C:10]#[N:11])=[C:4]([O:19][CH2:18][CH2:17][O:16][CH:13]([CH3:15])[CH3:14])[N:3]=3)=[CH:28][C:23]=2[CH2:22][O:21]1, predict the reactants needed to synthesize it. The reactants are: Cl[C:2]1[C:7]([C:8]#[N:9])=[CH:6][C:5]([C:10]#[N:11])=[C:4](Cl)[N:3]=1.[CH:13]([O:16][CH2:17][CH2:18][OH:19])([CH3:15])[CH3:14].[B:20]1([OH:30])[C:24]2[CH:25]=[CH:26][C:27]([OH:29])=[CH:28][C:23]=2[CH2:22][O:21]1. (2) The reactants are: [C:1]([NH:5][S:6]([C:9]1[CH:14]=[C:13]([C:15]#[N:16])[CH:12]=[CH:11][C:10]=1[F:17])(=[O:8])=[O:7])([CH3:4])([CH3:3])[CH3:2]. Given the product [NH2:16][CH2:15][C:13]1[CH:12]=[CH:11][C:10]([F:17])=[C:9]([S:6]([NH:5][C:1]([CH3:3])([CH3:2])[CH3:4])(=[O:8])=[O:7])[CH:14]=1, predict the reactants needed to synthesize it. (3) Given the product [C:19]([C@@H:15]1[CH2:16][CH2:17][CH2:18][N:14]1[C:5]([NH:28][CH2:29][CH2:30][NH:31][C:32]1[CH:37]=[CH:36][C:35]([N+:38]([O-:40])=[O:39])=[CH:34][N:33]=1)=[O:11])#[N:20], predict the reactants needed to synthesize it. The reactants are: ClC(Cl)(O[C:5](=[O:11])OC(Cl)(Cl)Cl)Cl.Cl.[NH:14]1[CH2:18][CH2:17][CH2:16][C@H:15]1[C:19]#[N:20].C(N(CC)CC)C.[NH2:28][CH2:29][CH2:30][NH:31][C:32]1[CH:37]=[CH:36][C:35]([N+:38]([O-:40])=[O:39])=[CH:34][N:33]=1.